This data is from Catalyst prediction with 721,799 reactions and 888 catalyst types from USPTO. The task is: Predict which catalyst facilitates the given reaction. (1) Reactant: Br[C:2]1[C:10]2[O:9][C:8]([C:11]3[CH:16]=[CH:15][C:14]([OH:17])=[CH:13][CH:12]=3)=[N:7][C:6]=2[CH:5]=[C:4]([OH:18])[CH:3]=1.[C:19]([Cu])#[N:20]. Product: [OH:18][C:4]1[CH:3]=[C:2]([C:19]#[N:20])[C:10]2[O:9][C:8]([C:11]3[CH:16]=[CH:15][C:14]([OH:17])=[CH:13][CH:12]=3)=[N:7][C:6]=2[CH:5]=1. The catalyst class is: 39. (2) Reactant: [C:1]([O:5][C:6](=[O:34])[N:7]([CH2:14][CH2:15][CH2:16][CH2:17][N:18]1[C:30]2[C:29]3[CH:28]=[CH:27][CH:26]=[CH:25][C:24]=3[N+:23]([O-])=[CH:22][C:21]=2[N:20]=[C:19]1[CH2:32][CH3:33])[CH:8]1[CH2:13][CH2:12][O:11][CH2:10][CH2:9]1)([CH3:4])([CH3:3])[CH3:2].C1(C)C=CC(S(Cl)(=O)=O)=CC=1.[OH-].[NH4+:47]. Product: [C:1]([O:5][C:6](=[O:34])[N:7]([CH2:14][CH2:15][CH2:16][CH2:17][N:18]1[C:30]2[C:29]3[CH:28]=[CH:27][CH:26]=[CH:25][C:24]=3[N:23]=[C:22]([NH2:47])[C:21]=2[N:20]=[C:19]1[CH2:32][CH3:33])[CH:8]1[CH2:13][CH2:12][O:11][CH2:10][CH2:9]1)([CH3:4])([CH3:3])[CH3:2]. The catalyst class is: 22. (3) The catalyst class is: 210. Reactant: [F:1][C:2]([F:10])([F:9])[C:3]([CH3:8])([CH3:7])[C:4](O)=[O:5].C(N(CC)CC)C.CN([C:21]([O:25][N:26]1N=NC2C=CC=N[C:27]1=2)=[N+](C)C)C.F[P-](F)(F)(F)(F)F.Cl.CNOC. Product: [F:1][C:2]([F:10])([F:9])[C:3]([CH3:8])([CH3:7])[C:4]([N:26]([O:25][CH3:21])[CH3:27])=[O:5]. (4) The catalyst class is: 47. Reactant: [NH2:1][C:2]1[CH:10]=[CH:9][CH:8]=[C:7]([O:11][CH3:12])[C:3]=1[C:4]([OH:6])=O.N1[CH:17]=[CH:16]N=C1.C(Cl)(=O)C.Cl.[NH2:23][CH:24]1[CH2:29][CH2:28][C:27](=[O:30])[NH:26][C:25]1=[O:31].P(OC1C=CC=CC=1)(OC1C=CC=CC=1)OC1C=CC=CC=1. Product: [CH3:12][O:11][C:7]1[CH:8]=[CH:9][CH:10]=[C:2]2[C:3]=1[C:4](=[O:6])[N:23]([CH:24]1[CH2:29][CH2:28][C:27](=[O:30])[NH:26][C:25]1=[O:31])[C:16]([CH3:17])=[N:1]2. (5) Reactant: [CH3:1][O:2][C:3]([CH:5]1[C:9](=O)[CH2:8][S:7][CH2:6]1)=[O:4].[F:11][C:12]1[CH:18]=[C:17]([I:19])[CH:16]=[CH:15][C:13]=1[NH2:14]. Product: [CH3:1][O:2][C:3]([CH:5]1[C:9]([NH:14][C:13]2[CH:15]=[CH:16][C:17]([I:19])=[CH:18][C:12]=2[F:11])=[CH:8][S:7][CH2:6]1)=[O:4]. The catalyst class is: 212. (6) Reactant: [F:1][C:2]1[CH:3]=[C:4]([NH:8][C:9]([NH:11][C:12]2[CH:17]=[CH:16][C:15]([C:18]3[CH:26]=[C:25]4[C:21]([C:22]([C:35]#[C:36][Si](C)(C)C)=[N:23][N:24]4[CH2:27][O:28][CH2:29][CH2:30][Si:31]([CH3:34])([CH3:33])[CH3:32])=[CH:20][CH:19]=3)=[CH:14][CH:13]=2)=[O:10])[CH:5]=[CH:6][CH:7]=1.C([O-])([O-])=O.[K+].[K+]. Product: [C:35]([C:22]1[C:21]2[C:25](=[CH:26][C:18]([C:15]3[CH:14]=[CH:13][C:12]([NH:11][C:9]([NH:8][C:4]4[CH:5]=[CH:6][CH:7]=[C:2]([F:1])[CH:3]=4)=[O:10])=[CH:17][CH:16]=3)=[CH:19][CH:20]=2)[N:24]([CH2:27][O:28][CH2:29][CH2:30][Si:31]([CH3:33])([CH3:32])[CH3:34])[N:23]=1)#[CH:36]. The catalyst class is: 5. (7) Reactant: [Br:1][C@@H:2]1[C@H:8]2[CH2:9][C@H:5]([C:6](=[O:10])[O:7]2)[CH2:4][CH2:3]1.[NH3:11]. Product: [Br:1][C@H:2]1[CH2:3][CH2:4][C@@H:5]([C:6]([NH2:11])=[O:10])[CH2:9][C@H:8]1[OH:7]. The catalyst class is: 1. (8) The catalyst class is: 99. Product: [NH2:1][CH2:4][C@@H:5]([NH:8][C:9](=[O:15])[O:10][C:11]([CH3:14])([CH3:13])[CH3:12])[CH2:6][CH3:7]. Reactant: [N:1]([CH2:4][C@@H:5]([NH:8][C:9](=[O:15])[O:10][C:11]([CH3:14])([CH3:13])[CH3:12])[CH2:6][CH3:7])=[N+]=[N-]. (9) Reactant: [N:1]12[CH2:7][C:4]([C:8]([C:16]3[CH:21]=[CH:20][CH:19]=[CH:18][CH:17]=3)([C:10]3[CH:15]=[CH:14][CH:13]=[CH:12][CH:11]=3)[OH:9])([CH2:5][CH2:6]1)[CH2:3][CH2:2]2.[C:22]1([O:28][CH2:29][CH2:30][Br:31])[CH:27]=[CH:26][CH:25]=[CH:24][CH:23]=1. Product: [Br-:31].[OH:9][C:8]([C:16]1[CH:21]=[CH:20][CH:19]=[CH:18][CH:17]=1)([C:10]1[CH:15]=[CH:14][CH:13]=[CH:12][CH:11]=1)[C:4]12[CH2:7][N+:1]([CH2:30][CH2:29][O:28][C:22]3[CH:27]=[CH:26][CH:25]=[CH:24][CH:23]=3)([CH2:6][CH2:5]1)[CH2:2][CH2:3]2. The catalyst class is: 23. (10) Reactant: [C:1]1([C:7]2[N:15]3[C:10]([CH:11]=[CH:12][CH:13]=[CH:14]3)=[CH:9][C:8]=2[CH2:16][NH2:17])[CH:6]=[CH:5][CH:4]=[CH:3][CH:2]=1.[NH2:18][C:19]1[C:24]([C:25]#[N:26])=[C:23](Cl)[N:22]=[CH:21][N:20]=1.CCN(C(C)C)C(C)C. Product: [NH2:18][C:19]1[C:24]([C:25]#[N:26])=[C:23]([NH:17][CH2:16][C:8]2[CH:9]=[C:10]3[N:15]([C:7]=2[C:1]2[CH:2]=[CH:3][CH:4]=[CH:5][CH:6]=2)[CH:14]=[CH:13][CH:12]=[CH:11]3)[N:22]=[CH:21][N:20]=1. The catalyst class is: 218.